This data is from Full USPTO retrosynthesis dataset with 1.9M reactions from patents (1976-2016). The task is: Predict the reactants needed to synthesize the given product. (1) The reactants are: [Cl:1][C:2]1[CH:3]=[CH:4][C:5]([O:19][CH3:20])=[C:6]([CH:18]=1)[C:7]([NH:9][CH2:10][CH2:11][C:12]1[CH:17]=[CH:16][CH:15]=[CH:14][CH:13]=1)=[O:8].[Cl:21][S:22](O)(=[O:24])=[O:23]. Given the product [Cl:1][C:2]1[CH:3]=[CH:4][C:5]([O:19][CH3:20])=[C:6]([C:7]([NH:9][CH2:10][CH2:11][C:12]2[CH:13]=[CH:14][C:15]([S:22]([Cl:21])(=[O:24])=[O:23])=[CH:16][CH:17]=2)=[O:8])[CH:18]=1, predict the reactants needed to synthesize it. (2) Given the product [OH:59][CH2:58][C:57]([NH:56][C:30]([C:26]1[C:25]([CH3:33])=[C:24](/[CH:23]=[C:16]2\[C:17](=[O:22])[NH:18][C:19]3[C:15]\2=[CH:14][C:13]([S:10]([CH2:9][C:3]2[C:2]([Cl:1])=[CH:7][CH:6]=[CH:5][C:4]=2[Cl:8])(=[O:11])=[O:12])=[CH:21][CH:20]=3)[NH:28][C:27]=1[CH3:29])=[O:32])([CH2:62][OH:63])[CH2:60][OH:61], predict the reactants needed to synthesize it. The reactants are: [Cl:1][C:2]1[CH:7]=[CH:6][CH:5]=[C:4]([Cl:8])[C:3]=1[CH2:9][S:10]([C:13]1[CH:14]=[C:15]2[C:19](=[CH:20][CH:21]=1)[NH:18][C:17](=[O:22])/[C:16]/2=[CH:23]\[C:24]1[NH:28][C:27]([CH3:29])=[C:26]([C:30]([OH:32])=O)[C:25]=1[CH3:33])(=[O:12])=[O:11].C1C=CC2N(O)N=NC=2C=1.CCN=C=NCCCN(C)C.Cl.[NH2:56][C:57]([CH2:62][OH:63])([CH2:60][OH:61])[CH2:58][OH:59].